Predict which catalyst facilitates the given reaction. From a dataset of Catalyst prediction with 721,799 reactions and 888 catalyst types from USPTO. (1) Reactant: Br[C:2]1[C:3]([C:23]2[CH:28]=[CH:27][C:26]([Cl:29])=[CH:25][CH:24]=2)=[CH:4][C:5]2[N:6]([C:8]([CH2:11][C:12]3[C:13]([CH3:22])=[N:14][C:15]([C:18]([F:21])([F:20])[F:19])=[CH:16][CH:17]=3)=[N:9][N:10]=2)[CH:7]=1.[CH3:30][C:31]1[CH:36]=[C:35]([CH3:37])[CH:34]=[CH:33][C:32]=1B(O)O.C([O-])([O-])=O.[K+].[K+].ClC1C=CC(C2C(C3C=CC(Cl)=CC=3Cl)=CN3C(CC4C=NC(C(F)(F)F)=CC=4)=NN=C3C=2)=CC=1. Product: [Cl:29][C:26]1[CH:27]=[CH:28][C:23]([C:3]2[C:2]([C:32]3[CH:33]=[CH:34][C:35]([CH3:37])=[CH:36][C:31]=3[CH3:30])=[CH:7][N:6]3[C:8]([CH2:11][C:12]4[C:13]([CH3:22])=[N:14][C:15]([C:18]([F:21])([F:20])[F:19])=[CH:16][CH:17]=4)=[N:9][N:10]=[C:5]3[CH:4]=2)=[CH:24][CH:25]=1. The catalyst class is: 70. (2) Reactant: [CH3:1][CH2:2][C@@H:3]1[S:8][C:7]2([CH2:13][CH2:12][N:11]([CH3:14])[CH2:10][CH2:9]2)[NH:6][C:4]1=[O:5].FC(F)(F)C(O)=[O:18].OO. Product: [CH2:2]([CH:3]1[C:4](=[O:5])[NH:6][C:7]2([CH2:13][CH2:12][N:11]([CH3:14])[CH2:10][CH2:9]2)[S@:8]1=[O:18])[CH3:1]. The catalyst class is: 6. (3) Reactant: [O:1]1[CH2:6][CH2:5][N:4]([C:7]2[CH:14]=[CH:13][C:10]([CH:11]=O)=[CH:9][C:8]=2[N+:15]([O-:17])=[O:16])[CH2:3][CH2:2]1.[I-].[NH:19]1[C:27]2[C:22](=[CH:23][CH:24]=[CH:25][CH:26]=2)[C:21]([CH2:28][P+](C2C=CC=CC=2)(C2C=CC=CC=2)C2C=CC=CC=2)=[N:20]1.C(=O)([O-])[O-].[K+].[K+]. Product: [O:1]1[CH2:6][CH2:5][N:4]([C:7]2[CH:14]=[CH:13][C:10](/[CH:11]=[CH:28]/[C:21]3[C:22]4[C:27](=[CH:26][CH:25]=[CH:24][CH:23]=4)[NH:19][N:20]=3)=[CH:9][C:8]=2[N+:15]([O-:17])=[O:16])[CH2:3][CH2:2]1. The catalyst class is: 5. (4) The catalyst class is: 5. Reactant: [OH-].[Na+].C[O:4][C:5]([C:7]1[C:16]2[C:11](=[CH:12][C:13]([O:22][CH3:23])=[C:14]3[O:19][C:18]([CH3:21])([CH3:20])[CH2:17][C:15]3=2)[CH2:10][C:9]([CH3:25])([CH3:24])[N:8]=1)=[O:6].[ClH:26]. Product: [ClH:26].[CH3:23][O:22][C:13]1[CH:12]=[C:11]2[C:16](=[C:15]3[CH2:17][C:18]([CH3:21])([CH3:20])[O:19][C:14]=13)[C:7]([C:5]([OH:6])=[O:4])=[N:8][C:9]([CH3:25])([CH3:24])[CH2:10]2. (5) Reactant: [CH2:1]([O:3][C:4]([N:6]1[CH2:15][CH2:14][C:13]2[C:8](=[CH:9][C:10]([OH:16])=[CH:11][CH:12]=2)[CH2:7]1)=[O:5])[CH3:2].C(=O)([O-])[O-].[K+].[K+].[Cl:23][C:24]1[CH:31]=[CH:30][C:27]([CH2:28]Br)=[CH:26][CH:25]=1. Product: [CH2:1]([O:3][C:4]([N:6]1[CH2:15][CH2:14][C:13]2[C:8](=[CH:9][C:10]([O:16][CH2:28][C:27]3[CH:30]=[CH:31][C:24]([Cl:23])=[CH:25][CH:26]=3)=[CH:11][CH:12]=2)[CH2:7]1)=[O:5])[CH3:2]. The catalyst class is: 9. (6) The catalyst class is: 3. Product: [Si:1]([O:8][C:9]([CH3:55])([CH3:54])[C:10]#[C:11][C:12]1[N:17]=[C:16]([C@@H:18]([NH:28][C:29](=[O:35])[O:30][C:31]([CH3:34])([CH3:33])[CH3:32])[CH2:19][C:20]2[CH:21]=[C:22]([F:27])[CH:23]=[C:24]([F:26])[CH:25]=2)[C:15]([C:36]2[CH:37]=[CH:38][C:39]([Cl:53])=[C:40]3[C:44]=2[N:43]([CH3:45])[N:42]=[C:41]3[N:46]([CH2:62][CH3:63])[C:47](=[O:52])[C:48]([F:49])([F:50])[F:51])=[CH:14][CH:13]=1)([C:4]([CH3:5])([CH3:6])[CH3:7])([CH3:2])[CH3:3]. Reactant: [Si:1]([O:8][C:9]([CH3:55])([CH3:54])[C:10]#[C:11][C:12]1[N:17]=[C:16]([C@@H:18]([NH:28][C:29](=[O:35])[O:30][C:31]([CH3:34])([CH3:33])[CH3:32])[CH2:19][C:20]2[CH:25]=[C:24]([F:26])[CH:23]=[C:22]([F:27])[CH:21]=2)[C:15]([C:36]2[CH:37]=[CH:38][C:39]([Cl:53])=[C:40]3[C:44]=2[N:43]([CH3:45])[N:42]=[C:41]3[NH:46][C:47](=[O:52])[C:48]([F:51])([F:50])[F:49])=[CH:14][CH:13]=1)([C:4]([CH3:7])([CH3:6])[CH3:5])([CH3:3])[CH3:2].C(=O)([O-])[O-].[Cs+].[Cs+].[CH2:62](OS(OCC)(=O)=O)[CH3:63]. (7) Reactant: [Cl:1][C:2]1[CH:7]=[CH:6][C:5]([C:8]2[C:17]3[C:12](=[CH:13][CH:14]=[C:15]([C:18]([OH:20])=O)[CH:16]=3)[CH:11]=[N:10][CH:9]=2)=[CH:4][CH:3]=1.C(N(CC)C(C)C)(C)C.F[P-](F)(F)(F)(F)F.N1(OC(N(C)C)=[N+](C)C)C2N=CC=CC=2N=N1.Cl.[CH3:55][S:56]([C:59]1[CH:60]=[C:61]([CH:65]([NH2:67])[CH3:66])[CH:62]=[CH:63][CH:64]=1)(=[O:58])=[O:57]. Product: [Cl:1][C:2]1[CH:7]=[CH:6][C:5]([C:8]2[C:17]3[C:12](=[CH:13][CH:14]=[C:15]([C:18]([NH:67][CH:65]([C:61]4[CH:62]=[CH:63][CH:64]=[C:59]([S:56]([CH3:55])(=[O:58])=[O:57])[CH:60]=4)[CH3:66])=[O:20])[CH:16]=3)[CH:11]=[N:10][CH:9]=2)=[CH:4][CH:3]=1. The catalyst class is: 9. (8) Reactant: [N:1]1([CH:14]2[CH2:19][CH2:18][NH:17][CH2:16][CH2:15]2)[CH2:6][CH2:5][CH:4]([CH2:7][CH2:8][C:9]([O:11][CH2:12][CH3:13])=[O:10])[CH2:3][CH2:2]1.[O:20]=[C:21]1[N:27]([CH:28]2[CH2:33][CH2:32][N:31]([C:34]([O:36][C@@H:37]([C:48](O)=[O:49])[CH2:38][C:39]3[CH:44]=[C:43]([CH3:45])[C:42]([OH:46])=[C:41]([CH3:47])[CH:40]=3)=[O:35])[CH2:30][CH2:29]2)[CH2:26][CH2:25][C:24]2[CH:51]=[CH:52][CH:53]=[CH:54][C:23]=2[NH:22]1.CN(C(ON1N=NC2C=CC=CC1=2)=[N+](C)C)C.[B-](F)(F)(F)F.C(N(CC)CC)C. Product: [O:20]=[C:21]1[N:27]([CH:28]2[CH2:29][CH2:30][N:31]([C:34]([O:36][C@H:37]([CH2:38][C:39]3[CH:40]=[C:41]([CH3:47])[C:42]([OH:46])=[C:43]([CH3:45])[CH:44]=3)[C:48]([N:17]3[CH2:16][CH2:15][CH:14]([N:1]4[CH2:2][CH2:3][CH:4]([CH2:7][CH2:8][C:9]([O:11][CH2:12][CH3:13])=[O:10])[CH2:5][CH2:6]4)[CH2:19][CH2:18]3)=[O:49])=[O:35])[CH2:32][CH2:33]2)[CH2:26][CH2:25][C:24]2[CH:51]=[CH:52][CH:53]=[CH:54][C:23]=2[NH:22]1. The catalyst class is: 3. (9) Reactant: [CH:1]1([C:4]([CH:6]2[CH2:18][CH2:17][C:9]3[N:10]=[C:11]([NH:13][C:14](=[O:16])[CH3:15])[S:12][C:8]=3[C:7]2=O)=O)[CH2:3][CH2:2]1.Cl.[Cl:21][C:22]1[CH:27]=[CH:26][CH:25]=[CH:24][C:23]=1[NH:28][NH2:29].O. The catalyst class is: 15. Product: [Cl:21][C:22]1[CH:27]=[CH:26][CH:25]=[CH:24][C:23]=1[N:28]1[C:7]2[C:8]3[S:12][C:11]([NH:13][C:14](=[O:16])[CH3:15])=[N:10][C:9]=3[CH2:17][CH2:18][C:6]=2[C:4]([CH:1]2[CH2:3][CH2:2]2)=[N:29]1.